This data is from Full USPTO retrosynthesis dataset with 1.9M reactions from patents (1976-2016). The task is: Predict the reactants needed to synthesize the given product. (1) The reactants are: [NH2:1][C@H:2]([C:4]([O:6][CH3:7])=[O:5])[CH3:3].Cl.O.[C:10]1([S:16]([OH:19])(=[O:18])=[O:17])[CH:15]=[CH:14][CH:13]=[CH:12][CH:11]=1. Given the product [C:10]1([S:16]([OH:19])(=[O:18])=[O:17])[CH:15]=[CH:14][CH:13]=[CH:12][CH:11]=1.[CH3:7][O:6][C:4](=[O:5])[C@H:2]([CH3:3])[NH2:1], predict the reactants needed to synthesize it. (2) Given the product [Cl:1][C:2]1[CH:3]=[C:4]([CH:8]2[O:28][C:35](=[O:44])[NH:32][CH:9]2[CH2:15][C:16]2[CH:17]=[CH:18][C:19]3[O:23][CH2:22][C:21]([CH3:24])([CH3:25])[C:20]=3[CH:26]=2)[CH:5]=[CH:6][CH:7]=1, predict the reactants needed to synthesize it. The reactants are: [Cl:1][C:2]1[CH:3]=[C:4]([CH:8](O)[CH:9]([CH2:15][C:16]2[CH:17]=[CH:18][C:19]3[O:23][CH2:22][C:21]([CH3:25])([CH3:24])[C:20]=3[CH:26]=2)C(OCC)=O)[CH:5]=[CH:6][CH:7]=1.[OH-:28].[Na+].C([N:32]([CH2:35]C)CC)C.C1(P(N=[N+]=[N-])(C2C=CC=CC=2)=[O:44])C=CC=CC=1. (3) Given the product [NH:22]1[CH:26]=[C:25]([C:2]2[CH2:6][CH2:5][CH2:4][C:3]=2[N:7]2[C:15]3[CH:14]=[CH:13][C:12]([CH3:16])=[CH:11][C:10]=3[C:9]3[CH2:17][N:18]([CH3:21])[CH2:19][CH2:20][C:8]2=3)[CH:24]=[N:23]1, predict the reactants needed to synthesize it. The reactants are: Br[C:2]1[CH2:6][CH2:5][CH2:4][C:3]=1[N:7]1[C:15]2[CH:14]=[CH:13][C:12]([CH3:16])=[CH:11][C:10]=2[C:9]2[CH2:17][N:18]([CH3:21])[CH2:19][CH2:20][C:8]1=2.[NH:22]1[CH:26]=[C:25](B(O)O)[CH:24]=[N:23]1.C(=O)([O-])[O-].[K+].[K+]. (4) Given the product [C:58]([O:62][C:63]([O:19][C:16]1[CH:15]=[CH:14][C:13]2[C:18](=[C:9]([O:8][C:6]([O:5][C:1]([CH3:2])([CH3:3])[CH3:4])=[O:7])[CH:10]=[CH:11][C:12]=2[C@@H:20]([O:50][Si:51]([C:54]([CH3:57])([CH3:56])[CH3:55])([CH3:53])[CH3:52])[CH2:21][N:22]([CH2:30][CH2:31][CH2:32][CH2:33][CH2:34][CH2:35][O:36][CH2:37][CH2:38][CH2:39][CH2:40][C:41]2[CH:46]=[CH:45][C:44]([N+:47]([O-:49])=[O:48])=[CH:43][CH:42]=2)[C:23](=[O:29])[O:24][C:25]([CH3:28])([CH3:27])[CH3:26])[N:17]=1)=[O:64])([CH3:61])([CH3:60])[CH3:59], predict the reactants needed to synthesize it. The reactants are: [C:1]([O:5][C:6]([O:8][C:9]1[CH:10]=[CH:11][C:12]([C@@H:20]([O:50][Si:51]([C:54]([CH3:57])([CH3:56])[CH3:55])([CH3:53])[CH3:52])[CH2:21][N:22]([CH2:30][CH2:31][CH2:32][CH2:33][CH2:34][CH2:35][O:36][CH2:37][CH2:38][CH2:39][CH2:40][C:41]2[CH:46]=[CH:45][C:44]([N+:47]([O-:49])=[O:48])=[CH:43][CH:42]=2)[C:23](=[O:29])[O:24][C:25]([CH3:28])([CH3:27])[CH3:26])=[C:13]2[C:18]=1[NH:17][C:16](=[O:19])[CH:15]=[CH:14]2)=[O:7])([CH3:4])([CH3:3])[CH3:2].[C:58]([O:62][C:63](O[C:63]([O:62][C:58]([CH3:61])([CH3:60])[CH3:59])=[O:64])=[O:64])([CH3:61])([CH3:60])[CH3:59].C(N(CC)CC)C. (5) Given the product [CH3:9][C:4]1[CH:3]=[C:2]([B:10]2[O:14][C:13]([CH3:16])([CH3:15])[C:12]([CH3:18])([CH3:17])[O:11]2)[CH:8]=[CH:7][C:5]=1[NH2:6], predict the reactants needed to synthesize it. The reactants are: Br[C:2]1[CH:8]=[CH:7][C:5]([NH2:6])=[C:4]([CH3:9])[CH:3]=1.[B:10]1([B:10]2[O:14][C:13]([CH3:16])([CH3:15])[C:12]([CH3:18])([CH3:17])[O:11]2)[O:14][C:13]([CH3:16])([CH3:15])[C:12]([CH3:18])([CH3:17])[O:11]1. (6) Given the product [ClH:26].[CH:15]1([NH:14][C:13]([CH:12]2[CH2:11][S:10][CH2:9][NH:8]2)=[O:25])[C:24]2[C:19](=[CH:20][CH:21]=[CH:22][CH:23]=2)[CH2:18][CH2:17][CH2:16]1, predict the reactants needed to synthesize it. The reactants are: C(OC([N:8]1[CH:12]([C:13](=[O:25])[NH:14][CH:15]2[C:24]3[C:19](=[CH:20][CH:21]=[CH:22][CH:23]=3)[CH2:18][CH2:17][CH2:16]2)[CH2:11][S:10][CH2:9]1)=O)(C)(C)C.[ClH:26].O1CCOCC1.C(OCC)C. (7) Given the product [F:17][C:8]1[C:9]([O:11][CH2:12][C:13]([F:15])([F:16])[F:14])=[N:10][CH:2]=[C:3]([CH:7]=1)[C:4]([OH:6])=[O:5], predict the reactants needed to synthesize it. The reactants are: Cl[C:2]1[N:10]=[C:9]([O:11][CH2:12][C:13]([F:16])([F:15])[F:14])[C:8]([F:17])=[CH:7][C:3]=1[C:4]([OH:6])=[O:5].C(N(CC)CC)C.